Dataset: Forward reaction prediction with 1.9M reactions from USPTO patents (1976-2016). Task: Predict the product of the given reaction. (1) Given the reactants [OH-].[Na+].CC(O)C.[OH:7][C:8]1[CH:32]=[CH:31][C:30]([CH:33]2[CH2:38][CH2:37][N:36]([CH:39]([CH3:41])[CH3:40])[CH2:35][CH2:34]2)=[CH:29][C:9]=1[C:10]([NH:12][C:13]1[CH:22]=[C:21]([C:23]2[CH:28]=[CH:27][CH:26]=[CH:25][CH:24]=2)[CH:20]=[CH:19][C:14]=1[C:15]([O:17]C)=[O:16])=[O:11].Cl, predict the reaction product. The product is: [OH:7][C:8]1[CH:32]=[CH:31][C:30]([CH:33]2[CH2:34][CH2:35][N:36]([CH:39]([CH3:41])[CH3:40])[CH2:37][CH2:38]2)=[CH:29][C:9]=1[C:10]([NH:12][C:13]1[CH:22]=[C:21]([C:23]2[CH:24]=[CH:25][CH:26]=[CH:27][CH:28]=2)[CH:20]=[CH:19][C:14]=1[C:15]([OH:17])=[O:16])=[O:11]. (2) Given the reactants [N:1]1([C:7]([N:9]2[CH2:14][CH:13]([C:15]3[CH:20]=[CH:19][C:18]([O:21][C:22]([F:25])([F:24])[F:23])=[CH:17][CH:16]=3)[CH2:12][CH:11]([C:26]([OH:28])=O)[CH2:10]2)=[O:8])[CH2:6][CH2:5][O:4][CH2:3][CH2:2]1.O[NH:30][C:31](=[NH:36])[CH2:32][CH2:33][O:34][CH3:35], predict the reaction product. The product is: [CH3:35][O:34][CH2:33][CH2:32][C:31]1[N:36]=[C:26]([CH:11]2[CH2:12][CH:13]([C:15]3[CH:20]=[CH:19][C:18]([O:21][C:22]([F:25])([F:23])[F:24])=[CH:17][CH:16]=3)[CH2:14][N:9]([C:7]([N:1]3[CH2:6][CH2:5][O:4][CH2:3][CH2:2]3)=[O:8])[CH2:10]2)[O:28][N:30]=1.